This data is from Forward reaction prediction with 1.9M reactions from USPTO patents (1976-2016). The task is: Predict the product of the given reaction. The product is: [N:33]([CH2:24][CH2:23][O:22][C:19]1[CH:20]=[CH:21][C:16]([CH2:15][C:9]([O:8][C:7]2[CH:31]=[CH:32][C:4]([CH:1]([CH3:3])[CH3:2])=[CH:5][CH:6]=2)([CH3:30])[C:10]([O:12][CH2:13][CH3:14])=[O:11])=[CH:17][CH:18]=1)=[N+:34]=[N-:35]. Given the reactants [CH:1]([C:4]1[CH:32]=[CH:31][C:7]([O:8][C:9]([CH3:30])([CH2:15][C:16]2[CH:21]=[CH:20][C:19]([O:22][CH2:23][CH2:24]OS(C)(=O)=O)=[CH:18][CH:17]=2)[C:10]([O:12][CH2:13][CH3:14])=[O:11])=[CH:6][CH:5]=1)([CH3:3])[CH3:2].[N-:33]=[N+:34]=[N-:35].[Na+], predict the reaction product.